From a dataset of Tox21: 12 toxicity assays (nuclear receptors and stress response pathways). Binary classification across 12 toxicity assays. (1) The drug is CC(C)(c1cc(Br)c(O)c(Br)c1)c1cc(Br)c(O)c(Br)c1. It tested positive (active) for: NR-Aromatase (Aromatase enzyme inhibition), NR-ER-LBD (Estrogen Receptor Ligand Binding Domain agonist), NR-PPAR-gamma (PPAR-gamma nuclear receptor agonist), SR-ARE (Antioxidant Response Element (oxidative stress)), SR-HSE (Heat Shock Element response), SR-MMP (Mitochondrial Membrane Potential disruption), and SR-p53 (p53 tumor suppressor activation). (2) The drug is c1ccc2cc(Nc3ccc(Nc4ccc5ccccc5c4)cc3)ccc2c1. It tested positive (active) for: NR-AhR (Aryl hydrocarbon Receptor agonist activity). (3) The drug is CC(C)(C)c1cc(C(C)(C)C)c(O)c(C(C)(C)C)c1. It tested positive (active) for: SR-MMP (Mitochondrial Membrane Potential disruption). (4) The compound is Nc1ccc(Cc2ccc(N)c(Cl)c2)cc1Cl. It tested positive (active) for: NR-AhR (Aryl hydrocarbon Receptor agonist activity), and SR-MMP (Mitochondrial Membrane Potential disruption).